Dataset: Catalyst prediction with 721,799 reactions and 888 catalyst types from USPTO. Task: Predict which catalyst facilitates the given reaction. (1) Reactant: [CH:1]([C:3]1[CH:4]=[N:5][NH:6][C:7]=1[C:8]([O:10]CC)=[O:9])=[O:2].CO.[OH-].[Na+].Cl. Product: [CH:1]([C:3]1[CH:4]=[N:5][NH:6][C:7]=1[C:8]([OH:10])=[O:9])=[O:2]. The catalyst class is: 6. (2) Reactant: [OH:1][C:2]1[CH:3]=[C:4]([CH:7]=[CH:8][CH:9]=1)[CH:5]=[O:6].[H-].[Na+].Cl[CH2:13][CH:14]1[CH2:16][O:15]1. Product: [O:15]1[CH2:16][CH:14]1[CH2:13][O:1][C:2]1[CH:3]=[C:4]([CH:7]=[CH:8][CH:9]=1)[CH:5]=[O:6]. The catalyst class is: 3. (3) Reactant: [CH3:1][CH:2]1[C:11]2[CH2:10][O:9][CH:8]=[CH:7][C:6]3=[CH:12][CH:13]([CH2:15][NH:16][C:17](=[O:23])[O:18][C:19]([CH3:22])([CH3:21])[CH3:20])[O:14][B:4]([C:5]=23)[O:3]1.[Cl:24]N1C(=O)CCC1=O.CC(C)C#N. Product: [Cl:24][C:12]1[CH:13]([CH2:15][NH:16][C:17](=[O:23])[O:18][C:19]([CH3:22])([CH3:21])[CH3:20])[O:14][B:4]2[C:5]3[C:6]=1[CH:7]=[CH:8][O:9][CH2:10][C:11]=3[CH:2]([CH3:1])[O:3]2. The catalyst class is: 23. (4) Reactant: [CH:1]([O:4][C:5]1[C:10]([CH2:11][NH:12][C:13](=[O:34])[NH:14][C:15]2[CH:33]=[CH:32][C:18]([CH2:19][NH:20][S:21]([NH:24]C(=O)OC(C)(C)C)(=[O:23])=[O:22])=[CH:17][CH:16]=2)=[CH:9][CH:8]=[C:7]([C:35]([F:38])([F:37])[F:36])[N:6]=1)([CH3:3])[CH3:2].C(=O)(O)[O-].[Na+]. The catalyst class is: 4. Product: [CH:1]([O:4][C:5]1[C:10]([CH2:11][NH:12][C:13]([NH:14][C:15]2[CH:16]=[CH:17][C:18]([CH2:19][NH:20][S:21](=[O:22])(=[O:23])[NH2:24])=[CH:32][CH:33]=2)=[O:34])=[CH:9][CH:8]=[C:7]([C:35]([F:38])([F:37])[F:36])[N:6]=1)([CH3:3])[CH3:2]. (5) Reactant: [CH2:1]([N:8]1[CH:16]=[C:15]2[C:10]([CH:11]=[C:12]([C:17]3[CH:18]=[C:19]([CH2:27][CH2:28][CH2:29][N:30]4[CH2:35][CH2:34][NH:33][CH2:32][CH2:31]4)[N:20]4[C:25]=3[C:24]([NH2:26])=[N:23][CH:22]=[N:21]4)[CH:13]=[CH:14]2)=[N:9]1)[C:2]1[CH:7]=[CH:6][CH:5]=[CH:4][CH:3]=1.C([O-])([O-])=O.[K+].[K+].Cl[CH2:43][C:44](=[O:46])[CH3:45].O. Product: [NH2:26][C:24]1[C:25]2=[C:17]([C:12]3[CH:13]=[CH:14][C:15]4[C:10]([CH:11]=3)=[N:9][N:8]([CH2:1][C:2]3[CH:7]=[CH:6][CH:5]=[CH:4][CH:3]=3)[CH:16]=4)[CH:18]=[C:19]([CH2:27][CH2:28][CH2:29][N:30]3[CH2:35][CH2:34][N:33]([CH2:43][C:44](=[O:46])[CH3:45])[CH2:32][CH2:31]3)[N:20]2[N:21]=[CH:22][N:23]=1. The catalyst class is: 3.